From a dataset of Catalyst prediction with 721,799 reactions and 888 catalyst types from USPTO. Predict which catalyst facilitates the given reaction. Product: [CH:1]1([CH2:4][N:5]2[C:9]3[CH:10]=[CH:11][C:12]([C:14](=[O:16])[CH3:15])=[CH:13][C:8]=3[N:7]=[C:6]2[CH2:17][C:18]2[CH:23]=[CH:22][C:21]([O:24][CH2:25][CH3:26])=[CH:20][CH:19]=2)[CH2:3][CH2:2]1. The catalyst class is: 678. Reactant: [CH:1]1([CH2:4][N:5]2[C:9]3[CH:10]=[CH:11][C:12]([CH:14]([OH:16])[CH3:15])=[CH:13][C:8]=3[N:7]=[C:6]2[CH2:17][C:18]2[CH:23]=[CH:22][C:21]([O:24][CH2:25][CH3:26])=[CH:20][CH:19]=2)[CH2:3][CH2:2]1.C[N+]1([O-])CCOCC1.C(#N)C.